From a dataset of Catalyst prediction with 721,799 reactions and 888 catalyst types from USPTO. Predict which catalyst facilitates the given reaction. (1) Reactant: [C:1]([S@:5](/[N:7]=[C:8]1/[C:9]2[CH:10]=[CH:11][C:12]([C:18]([O:20][CH2:21][CH3:22])=[O:19])=[CH:13][C:14]=2[CH2:15][CH2:16][CH2:17]/1)=[O:6])([CH3:4])([CH3:3])[CH3:2].O.[BH4-].[Na+]. Product: [CH3:3][C:1]([CH3:4])([S@:5]([NH:7][C@@H:8]1[CH2:17][CH2:16][CH2:15][C:14]2[CH:13]=[C:12]([C:18]([O:20][CH2:21][CH3:22])=[O:19])[CH:11]=[CH:10][C:9]1=2)=[O:6])[CH3:2]. The catalyst class is: 1. (2) The catalyst class is: 22. Product: [Br:15][CH2:16][C:17]([NH:1][C:2]1[CH:7]=[N:6][CH:5]=[CH:4][N:3]=1)=[O:18]. Reactant: [NH2:1][C:2]1[CH:7]=[N:6][CH:5]=[CH:4][N:3]=1.C(N(CC)CC)C.[Br:15][CH2:16][C:17](Br)=[O:18].